From a dataset of Catalyst prediction with 721,799 reactions and 888 catalyst types from USPTO. Predict which catalyst facilitates the given reaction. (1) Reactant: Br[C:2]1[S:3][CH:4]=[CH:5][C:6]=1[NH:7][C:8](=[O:14])[O:9][C:10]([CH3:13])([CH3:12])[CH3:11].C([Li])CCC.Cl[Sn:21]([CH3:24])([CH3:23])[CH3:22]. The catalyst class is: 1. Product: [CH3:22][Sn:21]([CH3:24])([CH3:23])[C:2]1[S:3][CH:4]=[CH:5][C:6]=1[NH:7][C:8](=[O:14])[O:9][C:10]([CH3:13])([CH3:12])[CH3:11]. (2) Reactant: O=[C:2]([CH2:13][C:14]1[CH:19]=[CH:18][CH:17]=[CH:16][N:15]=1)[CH:3]([NH:5][C:6](=[O:12])[O:7][C:8]([CH3:11])([CH3:10])[CH3:9])[CH3:4].[NH2:20][C:21]1[CH:28]=[CH:27][C:26]([F:29])=[CH:25][C:22]=1[CH:23]=O.[OH-].[K+]. Product: [C:8]([O:7][C:6](=[O:12])[NH:5][CH:3]([C:2]1[C:13]([C:14]2[CH:19]=[CH:18][CH:17]=[CH:16][N:15]=2)=[CH:23][C:22]2[C:21](=[CH:28][CH:27]=[C:26]([F:29])[CH:25]=2)[N:20]=1)[CH3:4])([CH3:11])([CH3:10])[CH3:9]. The catalyst class is: 14. (3) Reactant: [Cl:1][C:2]1[CH:7]=[CH:6][N:5]=[C:4]([CH2:8][NH:9][C:10]2[O:11][C:12]3[C:18]([O:19][CH3:20])=[CH:17][C:16]([C:21]([OH:23])=O)=[CH:15][C:13]=3[N:14]=2)[CH:3]=1.[CH:24]1([O:27][C@H:28]2[CH2:32][NH:31][C@H:30]([CH2:33][OH:34])[CH2:29]2)[CH2:26][CH2:25]1.C(N(CC)C(C)C)(C)C.CN(C(ON1N=NC2C=CC=NC1=2)=[N+](C)C)C.F[P-](F)(F)(F)(F)F. Product: [Cl:1][C:2]1[CH:7]=[CH:6][N:5]=[C:4]([CH2:8][NH:9][C:10]2[O:11][C:12]3[C:18]([O:19][CH3:20])=[CH:17][C:16]([C:21]([N:31]4[CH2:32][C@H:28]([O:27][CH:24]5[CH2:25][CH2:26]5)[CH2:29][C@H:30]4[CH2:33][OH:34])=[O:23])=[CH:15][C:13]=3[N:14]=2)[CH:3]=1. The catalyst class is: 9. (4) Reactant: [Cu][C:2]#[N:3].Br[C:5]1[CH:6]=[C:7]2[C:12](=[CH:13][CH:14]=1)[CH2:11][CH:10]([N:15]1[CH:20]=[CH:19][C:18]3[O:21][C:22]([C:24]4[CH:29]=[CH:28][C:27]([Cl:30])=[CH:26][CH:25]=4)=[CH:23][C:17]=3[C:16]1=[O:31])[CH2:9][CH2:8]2. Product: [Cl:30][C:27]1[CH:28]=[CH:29][C:24]([C:22]2[O:21][C:18]3[CH:19]=[CH:20][N:15]([CH:10]4[CH2:9][CH2:8][C:7]5[CH:6]=[C:5]([C:2]#[N:3])[CH:14]=[CH:13][C:12]=5[CH2:11]4)[C:16](=[O:31])[C:17]=3[CH:23]=2)=[CH:25][CH:26]=1. The catalyst class is: 44.